The task is: Predict the product of the given reaction.. This data is from Forward reaction prediction with 1.9M reactions from USPTO patents (1976-2016). (1) Given the reactants [F:1][C:2]([F:16])([F:15])[CH2:3][O:4][C:5]1[CH:10]=[CH:9][C:8]([O:11]CC=C)=[CH:7][CH:6]=1.Cl[C:18]1[CH:23]=CC(Cl)=C[C:19]=1Cl, predict the reaction product. The product is: [CH2:23]([C:7]1[CH:6]=[C:5]([O:4][CH2:3][C:2]([F:1])([F:15])[F:16])[CH:10]=[CH:9][C:8]=1[OH:11])[CH:18]=[CH2:19]. (2) Given the reactants [Br:1][C:2]1[CH:3]=[CH:4][C:5]([OH:17])=[C:6]([C:8](=[O:16])[CH2:9][C:10]2[CH:15]=[CH:14][CH:13]=[CH:12][CH:11]=2)[CH:7]=1.[C:18](O[C:18](=O)[CH2:19][CH2:20][CH3:21])(=O)[CH2:19][CH2:20][CH3:21].Cl, predict the reaction product. The product is: [Br:1][C:2]1[CH:7]=[C:6]2[C:5](=[CH:4][CH:3]=1)[O:17][C:18]([CH2:19][CH2:20][CH3:21])=[C:9]([C:10]1[CH:15]=[CH:14][CH:13]=[CH:12][CH:11]=1)[C:8]2=[O:16]. (3) Given the reactants [CH3:1][O:2][C:3]1[CH:4]=[C:5]([CH:9]=[C:10]([O:12][CH3:13])[CH:11]=1)[C:6](Cl)=[O:7].C([N:16]([CH2:19][CH3:20])[CH2:17][CH3:18])C, predict the reaction product. The product is: [CH3:1][O:2][C:3]1[CH:4]=[C:5]([CH:9]=[C:10]([O:12][CH3:13])[CH:11]=1)[C:6]([N:16]1[CH2:17][CH2:18][C:5]2[C:20](=[CH:10][CH:11]=[C:3]([OH:2])[CH:4]=2)[CH2:19]1)=[O:7]. (4) Given the reactants O.Cl.[NH:3]1[CH2:8][CH2:7][C:6](=[O:9])[CH2:5][CH2:4]1.[CH3:10][O:11][C:12](=[O:25])[CH:13]=[C:14]1[CH2:17][N:16]([C:18]([O:20][C:21]([CH3:24])([CH3:23])[CH3:22])=[O:19])[CH2:15]1.N12CCCN=C1CCCCC2, predict the reaction product. The product is: [CH3:10][O:11][C:12](=[O:25])[CH2:13][C:14]1([N:3]2[CH2:8][CH2:7][C:6](=[O:9])[CH2:5][CH2:4]2)[CH2:17][N:16]([C:18]([O:20][C:21]([CH3:23])([CH3:22])[CH3:24])=[O:19])[CH2:15]1. (5) Given the reactants [F:1][C:2]1[CH:27]=[C:26]([F:28])[CH:25]=[CH:24][C:3]=1[CH2:4][O:5][C:6]1[N:7]=[CH:8][N:9]([C:13]2[CH:14]=[C:15]([CH:20]=[CH:21][C:22]=2[CH3:23])[C:16]([O:18][CH3:19])=[O:17])[C:10](=[O:12])[CH:11]=1.ClC(Cl)C(O)=O.[I:35]N1C(=O)CCC1=O, predict the reaction product. The product is: [F:1][C:2]1[CH:27]=[C:26]([F:28])[CH:25]=[CH:24][C:3]=1[CH2:4][O:5][C:6]1[N:7]=[CH:8][N:9]([C:13]2[CH:14]=[C:15]([CH:20]=[CH:21][C:22]=2[CH3:23])[C:16]([O:18][CH3:19])=[O:17])[C:10](=[O:12])[C:11]=1[I:35]. (6) Given the reactants C([O:5][C:6](=O)[NH:7][CH2:8][C:9]1[CH:14]=[CH:13][C:12]([C:15]2[C:16]3[CH:23]=[C:22]([C:24]4[CH:25]=[N:26][N:27]([CH3:29])[CH:28]=4)[NH:21][C:17]=3[N:18]=[CH:19][N:20]=2)=[CH:11][CH:10]=1)(C)(C)C.C(O)(C(F)(F)F)=O.[S:38]1[C:42](C(O)=O)=[CH:41][C:40]2[CH2:46][CH2:47][CH2:48][CH2:49][C:39]1=2.CCN(C(C)C)C(C)C.CN(C(ON1N=NC2C=CC=NC1=2)=[N+](C)C)C.F[P-](F)(F)(F)(F)F, predict the reaction product. The product is: [CH3:29][N:27]1[CH:28]=[C:24]([C:22]2[NH:21][C:17]3[N:18]=[CH:19][N:20]=[C:15]([C:12]4[CH:13]=[CH:14][C:9]([CH2:8][NH:7][C:6]([C:42]5[S:38][C:39]6[CH2:49][CH2:48][CH2:47][CH2:46][C:40]=6[CH:41]=5)=[O:5])=[CH:10][CH:11]=4)[C:16]=3[CH:23]=2)[CH:25]=[N:26]1. (7) Given the reactants [CH:1]1([NH:4][C:5]([NH:7][C:8]2[C:9]([C:13]3[NH:17][C:16]4[CH:18]=[CH:19][C:20]([CH2:22][N:23]5[CH2:28][CH2:27][O:26][CH2:25][CH2:24]5)=[CH:21][C:15]=4[N:14]=3)=[N:10][NH:11][CH:12]=2)=[O:6])[CH2:3][CH2:2]1.[C:29]([OH:34])(=[O:33])[C@H:30]([CH3:32])[OH:31], predict the reaction product. The product is: [C:29]([OH:34])(=[O:33])[C@H:30]([CH3:32])[OH:31].[CH:1]1([NH:4][C:5]([NH:7][C:8]2[C:9]([C:13]3[NH:17][C:16]4[CH:18]=[CH:19][C:20]([CH2:22][N:23]5[CH2:24][CH2:25][O:26][CH2:27][CH2:28]5)=[CH:21][C:15]=4[N:14]=3)=[N:10][NH:11][CH:12]=2)=[O:6])[CH2:3][CH2:2]1.